Dataset: Catalyst prediction with 721,799 reactions and 888 catalyst types from USPTO. Task: Predict which catalyst facilitates the given reaction. (1) Reactant: [NH2:1][C:2](=O)[C@@H:3]([NH:8][C:9](=[O:15])[O:10][C:11]([CH3:14])([CH3:13])[CH3:12])[CH2:4][CH:5]1[CH2:7][CH2:6]1.COC1C=CC(P2(SP(C3C=CC(OC)=CC=3)(=S)S2)=[S:26])=CC=1. Product: [NH2:1][C:2](=[S:26])[C@@H:3]([NH:8][C:9](=[O:15])[O:10][C:11]([CH3:14])([CH3:13])[CH3:12])[CH2:4][CH:5]1[CH2:7][CH2:6]1. The catalyst class is: 11. (2) Reactant: [CH2:1]1[C:5]2([CH2:10][CH2:9][NH:8][CH2:7][CH2:6]2)[CH2:4][CH2:3][N:2]1[C:11]1[CH:18]=[CH:17][C:14]([C:15]#[N:16])=[CH:13][N:12]=1.CC1C=CC(S(O[CH2:30][CH:31]2[C:40]3[C:35](=[C:36]4[CH2:43][O:42][C:41](=[O:44])[C:37]4=[CH:38][CH:39]=3)[CH2:34][CH2:33][O:32]2)(=O)=O)=CC=1. Product: [O:44]=[C:41]1[C:37]2[C:36](=[C:35]3[C:40](=[CH:39][CH:38]=2)[CH:31]([CH2:30][N:8]2[CH2:7][CH2:6][C:5]4([CH2:1][N:2]([C:11]5[CH:18]=[CH:17][C:14]([C:15]#[N:16])=[CH:13][N:12]=5)[CH2:3][CH2:4]4)[CH2:10][CH2:9]2)[O:32][CH2:33][CH2:34]3)[CH2:43][O:42]1. The catalyst class is: 10. (3) Reactant: [H-].[Na+].[CH:3]1([C:6]2[CH:11]=[C:10]([CH3:12])[C:9]([OH:13])=[C:8]([CH3:14])[CH:7]=2)[CH2:5][CH2:4]1.[Cl:15][C:16]1[N:17]=[C:18](Cl)[C:19]2[NH:24][CH:23]=[CH:22][C:20]=2[N:21]=1. Product: [Cl:15][C:16]1[N:17]=[C:18]([O:13][C:9]2[C:8]([CH3:14])=[CH:7][C:6]([CH:3]3[CH2:5][CH2:4]3)=[CH:11][C:10]=2[CH3:12])[C:19]2[NH:24][CH:23]=[CH:22][C:20]=2[N:21]=1. The catalyst class is: 179. (4) Reactant: [CH2:1]([O:8][C:9]1[C:16]([C:17]([CH3:20])([CH3:19])[CH3:18])=[CH:15][CH:14]=[CH:13][C:10]=1C=O)[C:2]1[CH:7]=[CH:6][CH:5]=[CH:4][CH:3]=1.ClC1C=CC=C(C(OO)=[O:29])C=1. Product: [CH2:1]([O:8][C:9]1[C:16]([C:17]([CH3:20])([CH3:19])[CH3:18])=[CH:15][CH:14]=[CH:13][C:10]=1[OH:29])[C:2]1[CH:7]=[CH:6][CH:5]=[CH:4][CH:3]=1. The catalyst class is: 4. (5) Reactant: S(=O)(=O)=O.N1C=CC=CC=1.[Cl:11][C:12]1[CH:17]=[CH:16][C:15](/[CH:18]=[CH:19]/[C:20]([N:22]2[CH2:27][CH2:26][CH:25]([CH2:28][OH:29])[CH2:24][CH2:23]2)=[O:21])=[C:14]([CH2:30][N:31]2[N:35]=[N:34][C:33]([CH3:36])=[N:32]2)[CH:13]=1.CCN(C(C)C)C(C)C. Product: [Cl:11][C:12]1[CH:17]=[CH:16][C:15](/[CH:18]=[CH:19]/[C:20]([N:22]2[CH2:23][CH2:24][CH:25]([CH:28]=[O:29])[CH2:26][CH2:27]2)=[O:21])=[C:14]([CH2:30][N:31]2[N:35]=[N:34][C:33]([CH3:36])=[N:32]2)[CH:13]=1. The catalyst class is: 549. (6) The catalyst class is: 3. Reactant: [N+:1]([C:4]1[C:9]([C:10]([F:13])([F:12])[F:11])=[CH:8][CH:7]=[CH:6][C:5]=1[NH:14][C:15](=[O:17])[CH3:16])([O-:3])=[O:2].[C:18]([O-])([O-])=O.[K+].[K+].CI. Product: [CH3:18][N:14]([C:5]1[CH:6]=[CH:7][CH:8]=[C:9]([C:10]([F:11])([F:12])[F:13])[C:4]=1[N+:1]([O-:3])=[O:2])[C:15](=[O:17])[CH3:16]. (7) Reactant: C(=O)([O-])[O-].[K+].[K+].[CH2:7](Cl)[C:8]1[CH:13]=[CH:12][CH:11]=[CH:10][CH:9]=1.[F:15][CH2:16][CH2:17][CH2:18][O:19][C:20]1[CH:27]=[CH:26][C:23]([CH:24]=[O:25])=[CH:22][C:21]=1[OH:28].Cl. Product: [CH2:7]([O:28][C:21]1[CH:22]=[C:23]([CH:26]=[CH:27][C:20]=1[O:19][CH2:18][CH2:17][CH2:16][F:15])[CH:24]=[O:25])[C:8]1[CH:13]=[CH:12][CH:11]=[CH:10][CH:9]=1. The catalyst class is: 815. (8) Reactant: C(OC([N:8]1[CH2:13][CH2:12][C:11]([CH2:17][C:18]2[CH:23]=[CH:22][C:21]([Cl:24])=[C:20]([Cl:25])[CH:19]=2)([CH2:14][O:15][CH3:16])[CH2:10][CH2:9]1)=O)(C)(C)C.FC(F)(F)C(O)=O. Product: [Cl:25][C:20]1[CH:19]=[C:18]([CH:23]=[CH:22][C:21]=1[Cl:24])[CH2:17][C:11]1([CH2:14][O:15][CH3:16])[CH2:10][CH2:9][NH:8][CH2:13][CH2:12]1. The catalyst class is: 4. (9) Reactant: Br[C:2]1[CH:3]=[N:4][CH:5]=[C:6]([CH:14]=1)[C:7]([O:9][C:10]([CH3:13])([CH3:12])[CH3:11])=[O:8].C(=O)([O-])[O-].[K+].[K+].[CH2:21]1[O:29][C:28]2[CH:27]=[CH:26][C:25](B(O)O)=[CH:24][C:23]=2[O:22]1.CN(C)C=O. Product: [CH2:21]1[O:29][C:28]2[CH:27]=[CH:26][C:25]([C:2]3[CH:3]=[N:4][CH:5]=[C:6]([CH:14]=3)[C:7]([O:9][C:10]([CH3:13])([CH3:12])[CH3:11])=[O:8])=[CH:24][C:23]=2[O:22]1. The catalyst class is: 386. (10) Reactant: [F:1][C:2]1[CH:3]=[C:4]([OH:10])[CH:5]=[CH:6][C:7]=1SC.O[O:12][S:13]([O-:15])=O.[K+].[C:17]([O-])(O)=O.[Na+]. Product: [F:1][C:2]1[CH:3]=[C:4]([OH:10])[CH:5]=[CH:6][C:7]=1[S:13]([CH3:17])(=[O:15])=[O:12]. The catalyst class is: 20.